Dataset: Full USPTO retrosynthesis dataset with 1.9M reactions from patents (1976-2016). Task: Predict the reactants needed to synthesize the given product. The reactants are: Br[C:2]1[S:6][C:5]([S:7]([NH:10][C@H:11]([CH2:15][C:16]2[C:24]3[C:19](=[CH:20][CH:21]=[CH:22][CH:23]=3)[NH:18][CH:17]=2)[C:12]([OH:14])=[O:13])(=[O:9])=[O:8])=[CH:4][CH:3]=1.[C:25]([Si:27]([CH3:30])([CH3:29])[CH3:28])#[CH:26].C(N(CC)CC)C. Given the product [NH:18]1[C:19]2[C:24](=[CH:23][CH:22]=[CH:21][CH:20]=2)[C:16]([CH2:15][C@@H:11]([NH:10][S:7]([C:5]2[S:6][C:2]([C:26]#[C:25][Si:27]([CH3:30])([CH3:29])[CH3:28])=[CH:3][CH:4]=2)(=[O:9])=[O:8])[C:12]([OH:14])=[O:13])=[CH:17]1, predict the reactants needed to synthesize it.